Dataset: Forward reaction prediction with 1.9M reactions from USPTO patents (1976-2016). Task: Predict the product of the given reaction. (1) Given the reactants C[N:2]1[C:6]([CH3:7])=[CH:5][C:4]([NH:8][C:9]2[C:10](=[O:25])[N:11]([CH3:24])[CH:12]=[C:13](B3OC(C)(C)C(C)(C)O3)[CH:14]=2)=[N:3]1.[C:26]([O:29][CH2:30][C:31]1[C:32]([N:46]2[CH2:57][CH2:56][N:55]3[C:48](=[CH:49][C:50]4[CH2:51][C:52]([CH3:59])([CH3:58])[CH2:53][C:54]=43)[C:47]2=[O:60])=[N:33][CH:34]=[CH:35][C:36]=1B1OC(C)(C)C(C)(C)O1)(=[O:28])[CH3:27].[O-]P([O-])([O-])=O.[K+].[K+].[K+].C([O-])(=O)C.[Na+], predict the reaction product. The product is: [C:26]([O:29][CH2:30][C:31]1[C:32]([N:46]2[CH2:57][CH2:56][N:55]3[C:48](=[CH:49][C:50]4[CH2:51][C:52]([CH3:59])([CH3:58])[CH2:53][C:54]=43)[C:47]2=[O:60])=[N:33][CH:34]=[CH:35][C:36]=1[C:13]1[CH:14]=[C:9]([NH:8][C:4]2[CH:5]=[C:6]([CH3:7])[NH:2][N:3]=2)[C:10](=[O:25])[N:11]([CH3:24])[CH:12]=1)(=[O:28])[CH3:27]. (2) Given the reactants [CH2:1]1[O:4][C@H:2]1[CH3:3].[F:5][C:6]1[CH:11]=[CH:10][C:9]([S:12]([NH:15][C:16]2[CH:21]=[C:20]([N+:22]([O-:24])=[O:23])[CH:19]=[CH:18][C:17]=2F)(=[O:14])=[O:13])=[CH:8][CH:7]=1.C(=O)([O-])[O-].[K+].[K+], predict the reaction product. The product is: [F:5][C:6]1[CH:11]=[CH:10][C:9]([S:12]([N:15]2[C:16]3[CH:21]=[C:20]([N+:22]([O-:24])=[O:23])[CH:19]=[CH:18][C:17]=3[O:4][C@@H:2]([CH3:3])[CH2:1]2)(=[O:14])=[O:13])=[CH:8][CH:7]=1. (3) Given the reactants [CH3:1][N:2]1[CH2:18][CH2:17][C:5]2[N:6]([CH2:14][CH2:15][NH2:16])[C:7]3[CH:8]=[CH:9][C:10]([CH3:13])=[CH:11][C:12]=3[C:4]=2[CH2:3]1.[Cl:19][C:20]1[CH:28]=[C:27]([F:29])[CH:26]=[CH:25][C:21]=1[C:22](O)=[O:23].C1(N=C=NC2CCCCC2)CCCCC1, predict the reaction product. The product is: [Cl:19][C:20]1[CH:28]=[C:27]([F:29])[CH:26]=[CH:25][C:21]=1[C:22]([NH:16][CH2:15][CH2:14][N:6]1[C:7]2[CH:8]=[CH:9][C:10]([CH3:13])=[CH:11][C:12]=2[C:4]2[CH2:3][N:2]([CH3:1])[CH2:18][CH2:17][C:5]1=2)=[O:23]. (4) Given the reactants [N:1]1([S:11]([C:14]2[CH:22]=[CH:21][C:17]([C:18](O)=[O:19])=[CH:16][CH:15]=2)(=[O:13])=[O:12])[C:10]2[C:5](=[CH:6][CH:7]=[CH:8][CH:9]=2)[CH2:4][CH2:3][CH2:2]1.[S:23]1[C:27]2[CH:28]=[CH:29][CH:30]=[CH:31][C:26]=2[N:25]=[C:24]1[NH2:32], predict the reaction product. The product is: [S:23]1[C:27]2[CH:28]=[CH:29][CH:30]=[CH:31][C:26]=2[N:25]=[C:24]1[NH:32][C:18](=[O:19])[C:17]1[CH:21]=[CH:22][C:14]([S:11]([N:1]2[C:10]3[C:5](=[CH:6][CH:7]=[CH:8][CH:9]=3)[CH2:4][CH2:3][CH2:2]2)(=[O:12])=[O:13])=[CH:15][CH:16]=1. (5) Given the reactants [CH2:1]([C:3]1[N:8]=[C:7]([C:9]([NH2:11])=[O:10])[C:6]([NH:12][C:13]2[CH:18]=[CH:17][C:16]([CH:19]3[CH2:24][CH2:23][NH:22][CH2:21][CH2:20]3)=[CH:15][CH:14]=2)=[N:5][C:4]=1[NH:25][C@H:26]1[CH2:31][CH2:30][C@H:29]([OH:32])[CH2:28][CH2:27]1)[CH3:2].ClC(Cl)C.[C:37](OC(=O)C)(=[O:39])[CH3:38].C(=O)([O-])O.[Na+], predict the reaction product. The product is: [C:37]([N:22]1[CH2:21][CH2:20][CH:19]([C:16]2[CH:17]=[CH:18][C:13]([NH:12][C:6]3[C:7]([C:9]([NH2:11])=[O:10])=[N:8][C:3]([CH2:1][CH3:2])=[C:4]([NH:25][C@H:26]4[CH2:27][CH2:28][C@H:29]([OH:32])[CH2:30][CH2:31]4)[N:5]=3)=[CH:14][CH:15]=2)[CH2:24][CH2:23]1)(=[O:39])[CH3:38]. (6) The product is: [NH2:1][C:2]1[S:3][CH:12]=[C:11]([C:10]2[CH:15]=[CH:16][C:7]([C:5]#[N:6])=[CH:8][CH:9]=2)[N:4]=1. Given the reactants [NH2:1][C:2]([NH2:4])=[S:3].[C:5]([C:7]1[CH:16]=[CH:15][C:10]([C:11](=O)[CH2:12]Br)=[CH:9][CH:8]=1)#[N:6].[OH-].[Na+].O, predict the reaction product.